Dataset: Full USPTO retrosynthesis dataset with 1.9M reactions from patents (1976-2016). Task: Predict the reactants needed to synthesize the given product. (1) Given the product [Cl:1][C:2]1[CH:7]=[CH:6][CH:5]=[C:4]([Cl:8])[C:3]=1[NH:9][C:10]1[N:24]([CH3:25])[C:13]2[CH:14]=[C:15]([F:23])[C:16]([C:17]([O:19][CH2:20][CH3:21])=[O:18])=[CH:22][C:12]=2[N:11]=1, predict the reactants needed to synthesize it. The reactants are: [Cl:1][C:2]1[CH:7]=[CH:6][CH:5]=[C:4]([Cl:8])[C:3]=1[NH:9][C:10](=S)[NH:11][C:12]1[C:13]([NH:24][CH3:25])=[CH:14][C:15]([F:23])=[C:16]([CH:22]=1)[C:17]([O:19][CH2:20][CH3:21])=[O:18].CC(C)N=C=NC(C)C. (2) Given the product [F:11][C:8]1[CH:9]=[CH:10][C:5]([CH:3]([OH:4])[CH:2]([NH:1][C:34](=[O:35])[C:33]2[CH:32]=[CH:31][C:30]([O:23][C:24]3[CH:29]=[CH:28][CH:27]=[CH:26][CH:25]=3)=[CH:38][CH:37]=2)[CH2:12][C:13]2[CH:18]=[CH:17][C:16]([C:19]([F:22])([F:20])[F:21])=[CH:15][CH:14]=2)=[CH:6][CH:7]=1, predict the reactants needed to synthesize it. The reactants are: [NH2:1][CH:2]([CH2:12][C:13]1[CH:18]=[CH:17][C:16]([C:19]([F:22])([F:21])[F:20])=[CH:15][CH:14]=1)[CH:3]([C:5]1[CH:10]=[CH:9][C:8]([F:11])=[CH:7][CH:6]=1)[OH:4].[O:23]([C:30]1[CH:38]=[CH:37][C:33]([C:34](O)=[O:35])=[CH:32][CH:31]=1)[C:24]1[CH:29]=[CH:28][CH:27]=[CH:26][CH:25]=1.Cl.C(N=C=NCCCN(C)C)C.ON1C2C=CC=CC=2N=N1.